This data is from Forward reaction prediction with 1.9M reactions from USPTO patents (1976-2016). The task is: Predict the product of the given reaction. (1) Given the reactants [C:1]1([CH2:7][C:8]([NH:10][C@H:11]([C:13]([OH:15])=O)[CH3:12])=[O:9])[CH:6]=[CH:5][CH:4]=[CH:3][CH:2]=1.Cl.[CH3:17][O:18][C:19](=[O:25])[C@H:20]([CH:22]([CH3:24])[CH3:23])[NH2:21], predict the reaction product. The product is: [CH3:17][O:18][C:19](=[O:25])[C@H:20]([CH:22]([CH3:24])[CH3:23])[NH:21][C:13](=[O:15])[C@H:11]([CH3:12])[NH:10][C:8](=[O:9])[CH2:7][C:1]1[CH:2]=[CH:3][CH:4]=[CH:5][CH:6]=1. (2) Given the reactants [Cl:1][C:2]1[CH:7]=[CH:6][CH:5]=[C:4]([Cl:8])[C:3]=1[CH2:9][O:10][C:11]1[CH:16]=[CH:15][C:14]2[C:17]3([CH2:23][O:24][C:13]=2[CH:12]=1)[CH2:22][CH2:21][NH:20][CH2:19][CH2:18]3.[C:25]([O:31][C:32]([CH3:35])([CH3:34])[CH3:33])(=[O:30])[CH2:26][C:27]([CH3:29])=O.C(O[BH-](OC(=O)C)OC(=O)C)(=O)C.[Na+].C(O)(=O)C, predict the reaction product. The product is: [Cl:8][C:4]1[CH:5]=[CH:6][CH:7]=[C:2]([Cl:1])[C:3]=1[CH2:9][O:10][C:11]1[CH:16]=[CH:15][C:14]2[C:17]3([CH2:23][O:24][C:13]=2[CH:12]=1)[CH2:18][CH2:19][N:20]([CH:27]([CH3:29])[CH2:26][C:25]([O:31][C:32]([CH3:35])([CH3:34])[CH3:33])=[O:30])[CH2:21][CH2:22]3.